This data is from Reaction yield outcomes from USPTO patents with 853,638 reactions. The task is: Predict the reaction yield, written as a fraction of the theoretical maximum amount of product (1.0 means a 100% yield; for example, 0.34 means a 34% yield). (1) The reactants are [F:1][C:2]1[C:7]([C:8]([F:11])([F:10])[F:9])=[CH:6][CH:5]=[CH:4][C:3]=1[C:12]1[CH2:13][CH2:14][N:15]([CH2:18][CH2:19][CH3:20])[CH2:16][CH:17]=1.Cl. The catalyst is [Pd].CO. The product is [F:1][C:2]1[C:7]([C:8]([F:9])([F:10])[F:11])=[CH:6][CH:5]=[CH:4][C:3]=1[CH:12]1[CH2:17][CH2:16][N:15]([CH2:18][CH2:19][CH3:20])[CH2:14][CH2:13]1. The yield is 0.510. (2) The reactants are [C:1]([O:5][C:6]([N:8]1[CH2:13][CH2:12][C:11](=O)[C:10](=[CH:15]N(C)C)[CH2:9]1)=[O:7])([CH3:4])([CH3:3])[CH3:2].Cl.[CH3:20][O:21][C:22](=[NH:24])[NH2:23].C(N(CC)CC)C. The catalyst is C(O)C.O. The product is [C:1]([O:5][C:6]([N:8]1[CH2:13][CH2:12][C:11]2[N:24]=[C:22]([O:21][CH3:20])[N:23]=[CH:15][C:10]=2[CH2:9]1)=[O:7])([CH3:4])([CH3:2])[CH3:3]. The yield is 0.280. (3) The reactants are [NH2:1][C:2]1[N:7]=[C:6]([C:8]2[CH:13]=[C:12]([Br:14])[CH:11]=[CH:10][C:9]=2[OH:15])[CH:5]=[C:4]([Cl:16])[N:3]=1.[CH2:17](O)[CH2:18][CH3:19].C1(P(C2C=CC=CC=2)C2C=CC=CC=2)C=CC=CC=1.N(C(OCC)=O)=NC(OCC)=O. The catalyst is O1CCCC1. The product is [Br:14][C:12]1[CH:11]=[CH:10][C:9]([O:15][CH2:17][CH2:18][CH3:19])=[C:8]([C:6]2[CH:5]=[C:4]([Cl:16])[N:3]=[C:2]([NH2:1])[N:7]=2)[CH:13]=1. The yield is 0.520.